From a dataset of Full USPTO retrosynthesis dataset with 1.9M reactions from patents (1976-2016). Predict the reactants needed to synthesize the given product. Given the product [Cl:1][C:2]1[C:11]2[C:6](=[CH:7][CH:8]=[CH:9][CH:10]=2)[C:5]2=[N:12][N:13]=[C:20]([C:17]3[CH:16]=[C:15]([CH3:14])[O:19][N:18]=3)[N:4]2[N:3]=1, predict the reactants needed to synthesize it. The reactants are: [Cl:1][C:2]1[C:11]2[C:6](=[CH:7][CH:8]=[CH:9][CH:10]=2)[C:5]([NH:12][NH2:13])=[N:4][N:3]=1.[CH3:14][C:15]1[O:19][N:18]=[C:17]([C:20](O)=O)[CH:16]=1.